Dataset: Forward reaction prediction with 1.9M reactions from USPTO patents (1976-2016). Task: Predict the product of the given reaction. Given the reactants [F:1][C:2]1[C:3]([O:19][CH3:20])=[C:4]([C@@H:8]([CH3:18])[CH2:9][C@:10]([OH:17])([C:13]([F:16])([F:15])[F:14])[CH:11]=O)[CH:5]=[CH:6][CH:7]=1.[NH2:21][C:22]1[CH:31]=[CH:30][CH:29]=[C:28]2[C:23]=1[CH:24]=[CH:25][C:26]([CH3:32])=[N:27]2, predict the reaction product. The product is: [F:1][C:2]1[C:3]([O:19][CH3:20])=[C:4]([C@@H:8]([CH3:18])[CH2:9][C@@:10]([C:13]([F:14])([F:15])[F:16])([OH:17])[CH:11]=[N:21][C:22]2[CH:31]=[CH:30][CH:29]=[C:28]3[C:23]=2[CH:24]=[CH:25][C:26]([CH3:32])=[N:27]3)[CH:5]=[CH:6][CH:7]=1.